This data is from CYP2D6 inhibition data for predicting drug metabolism from PubChem BioAssay. The task is: Regression/Classification. Given a drug SMILES string, predict its absorption, distribution, metabolism, or excretion properties. Task type varies by dataset: regression for continuous measurements (e.g., permeability, clearance, half-life) or binary classification for categorical outcomes (e.g., BBB penetration, CYP inhibition). Dataset: cyp2d6_veith. The molecule is CC1(C)CC(Nc2ccc(Nc3ccccc3)cc2)CC(C)(C)N1. The result is 0 (non-inhibitor).